This data is from Tyrosyl-DNA phosphodiesterase HTS with 341,365 compounds. The task is: Binary Classification. Given a drug SMILES string, predict its activity (active/inactive) in a high-throughput screening assay against a specified biological target. (1) The drug is S(=O)(=O)(Nc1nc(ccc1)C)c1cc([N+]([O-])=O)ccc1. The result is 0 (inactive). (2) The drug is O=C1N(C(=O)N(C(=O)/C1=C\NCC1CCNCC1)C)C. The result is 0 (inactive). (3) The compound is s1c(N2CCN(CC2)CCNC(=O)c2occc2)nc2c1ccc(c2C)C. The result is 0 (inactive). (4) The molecule is Brc1cc2C(=O)C(OC(=O)NCCOc3ccccc3)C(Oc2cc1)c1cc(OC)ccc1. The result is 0 (inactive). (5) The drug is O(c1c(Cc2ccccc2)cccc1)CC(O)=O. The result is 0 (inactive). (6) The compound is Clc1c(/C=C\C(OCC(=O)NC2CCCC2)=O)cccc1. The result is 0 (inactive).